Predict the product of the given reaction. From a dataset of Forward reaction prediction with 1.9M reactions from USPTO patents (1976-2016). (1) The product is: [Cl:1][C:2]1[CH:10]=[C:9]2[C:5]([C:6]([CH2:19][CH:20]([CH3:22])[CH3:21])=[CH:7][N:8]2[C:11]2[S:12][CH:13]=[C:14]([C:16]#[N:18])[N:15]=2)=[CH:4][CH:3]=1. Given the reactants [Cl:1][C:2]1[CH:10]=[C:9]2[C:5]([C:6]([CH2:19][CH:20]([CH3:22])[CH3:21])=[CH:7][N:8]2[C:11]2[S:12][CH:13]=[C:14]([C:16]([NH2:18])=O)[N:15]=2)=[CH:4][CH:3]=1, predict the reaction product. (2) Given the reactants [OH:1][CH2:2][C:3]1[CH:4]=[C:5]2[C:10](=[CH:11][CH:12]=1)[N:9]([CH3:13])[CH:8]=[C:7]([O:14][CH2:15][C:16]1[CH:21]=[CH:20][C:19]([O:22][CH3:23])=[CH:18][CH:17]=1)[C:6]2=[O:24].CC(OI1(OC(C)=O)(OC(C)=O)OC(=O)C2C=CC=CC1=2)=O.C(=O)(O)[O-].[Na+], predict the reaction product. The product is: [CH3:23][O:22][C:19]1[CH:18]=[CH:17][C:16]([CH2:15][O:14][C:7]2[C:6](=[O:24])[C:5]3[C:10](=[CH:11][CH:12]=[C:3]([CH:2]=[O:1])[CH:4]=3)[N:9]([CH3:13])[CH:8]=2)=[CH:21][CH:20]=1.